This data is from Peptide-MHC class II binding affinity with 134,281 pairs from IEDB. The task is: Regression. Given a peptide amino acid sequence and an MHC pseudo amino acid sequence, predict their binding affinity value. This is MHC class II binding data. (1) The peptide sequence is FFVLMMLVAPSYGMR. The MHC is DRB1_0802 with pseudo-sequence DRB1_0802. The binding affinity (normalized) is 0.440. (2) The peptide sequence is FYRGNERLSTYKVEL. The MHC is DRB1_0101 with pseudo-sequence DRB1_0101. The binding affinity (normalized) is 0.649. (3) The binding affinity (normalized) is 0.739. The MHC is DRB1_0101 with pseudo-sequence DRB1_0101. The peptide sequence is DGCVPLNIIPLTTAA. (4) The peptide sequence is EEGSRAYRNALSMMP. The MHC is HLA-DQA10102-DQB10501 with pseudo-sequence HLA-DQA10102-DQB10501. The binding affinity (normalized) is 0.502. (5) The MHC is DRB4_0103 with pseudo-sequence DRB4_0103. The peptide sequence is VQDPKFWELVDEERK. The binding affinity (normalized) is 0.277. (6) The peptide sequence is WKKYFAATQFEPLAA. The MHC is HLA-DPA10201-DPB11401 with pseudo-sequence HLA-DPA10201-DPB11401. The binding affinity (normalized) is 0.771.